This data is from Human liver microsome stability data. The task is: Regression/Classification. Given a drug SMILES string, predict its absorption, distribution, metabolism, or excretion properties. Task type varies by dataset: regression for continuous measurements (e.g., permeability, clearance, half-life) or binary classification for categorical outcomes (e.g., BBB penetration, CYP inhibition). Dataset: hlm. (1) The molecule is CC(C)(C)c1cc(NC(=O)C(C)(C)S(=O)(=O)c2ccc(C(F)(F)F)cn2)no1. The result is 1 (stable in human liver microsomes). (2) The molecule is Cn1c(=O)cc(Nc2ccc(I)cc2F)c2c(=O)n(C[C@H](O)CO)cnc21. The result is 0 (unstable in human liver microsomes). (3) The compound is Cc1ccc(CN2C(=O)C(C3=NS(=O)(=O)c4cc(NS(C)(=O)=O)ccc4N3)=C(O)[C@@H]3[C@H]4CC[C@H](C4)[C@@H]32)cc1F. The result is 0 (unstable in human liver microsomes).